This data is from Reaction yield outcomes from USPTO patents with 853,638 reactions. The task is: Predict the reaction yield, written as a fraction of the theoretical maximum amount of product (1.0 means a 100% yield; for example, 0.34 means a 34% yield). (1) The reactants are CCN(C(C)C)C(C)C.[CH3:10][C:11]([Si:14]([CH3:38])([CH3:37])[O:15][CH2:16][C@@H:17]([O:19][C:20]1[CH:21]=[C:22]([CH:26]=[C:27]([O:29][CH2:30][C:31]2[CH:36]=[CH:35][CH:34]=[CH:33][CH:32]=2)[CH:28]=1)[C:23]([OH:25])=O)[CH3:18])([CH3:13])[CH3:12].CN(C(ON1N=NC2C=CC=NC1=2)=[N+](C)C)C.F[P-](F)(F)(F)(F)F.[CH3:63][CH:64]([N:66]1[CH:70]=[CH:69][C:68]([NH2:71])=[N:67]1)[CH3:65]. The catalyst is CN(C=O)C. The product is [CH3:12][C:11]([Si:14]([CH3:38])([CH3:37])[O:15][CH2:16][C@@H:17]([O:19][C:20]1[CH:21]=[C:22]([CH:26]=[C:27]([O:29][CH2:30][C:31]2[CH:32]=[CH:33][CH:34]=[CH:35][CH:36]=2)[CH:28]=1)[C:23]([NH:71][C:68]1[CH:69]=[CH:70][N:66]([CH:64]([CH3:65])[CH3:63])[N:67]=1)=[O:25])[CH3:18])([CH3:13])[CH3:10]. The yield is 0.650. (2) The yield is 0.960. The catalyst is C1C=CC(P(C2C=CC=CC=2)[C-]2C=CC=C2)=CC=1.C1C=CC(P(C2C=CC=CC=2)[C-]2C=CC=C2)=CC=1.Cl[Pd]Cl.[Fe+2].O. The product is [Cl:16][C:12]1[CH:11]=[C:10]([C:4]2[N:3]=[C:2]([CH2:30][C:27]3[CH:26]=[CH:25][C:24]([C:18]([CH3:17])([CH3:23])[C:19]([O:21][CH3:22])=[O:20])=[CH:29][CH:28]=3)[CH:7]=[C:6]([CH2:8][CH3:9])[N:5]=2)[CH:15]=[CH:14][CH:13]=1. The reactants are Cl[C:2]1[CH:7]=[C:6]([CH2:8][CH3:9])[N:5]=[C:4]([C:10]2[CH:15]=[CH:14][CH:13]=[C:12]([Cl:16])[CH:11]=2)[N:3]=1.[CH3:17][C:18]([C:24]1[CH:29]=[CH:28][C:27]([CH2:30]B2OC(C)(C)C(C)(C)O2)=[CH:26][CH:25]=1)([CH3:23])[C:19]([O:21][CH3:22])=[O:20].C([O-])([O-])=O.[Na+].[Na+].O1CCOCC1.